Dataset: Full USPTO retrosynthesis dataset with 1.9M reactions from patents (1976-2016). Task: Predict the reactants needed to synthesize the given product. (1) Given the product [F:20][C:12]([F:21])([C:13]1[CH:18]=[CH:17][C:16]([F:19])=[CH:15][N:14]=1)[C:9]1[N:8]=[C:7]([S:22][CH3:23])[C:6]2[C:11](=[C:2]([NH:70][S:67]([CH3:66])(=[O:69])=[O:68])[CH:3]=[CH:4][CH:5]=2)[N:10]=1, predict the reactants needed to synthesize it. The reactants are: Br[C:2]1[CH:3]=[CH:4][CH:5]=[C:6]2[C:11]=1[N:10]=[C:9]([C:12]([F:21])([F:20])[C:13]1[CH:18]=[CH:17][C:16]([F:19])=[CH:15][N:14]=1)[N:8]=[C:7]2[S:22][CH3:23].C1(P(C2C=CC=CC=2)C2C3OC4C(=CC=CC=4P(C4C=CC=CC=4)C4C=CC=CC=4)C(C)(C)C=3C=CC=2)C=CC=CC=1.[CH3:66][S:67]([NH2:70])(=[O:69])=[O:68].C([O-])([O-])=O.[Cs+].[Cs+]. (2) Given the product [F:20][C:21]([F:30])([F:29])[C:22]([NH:24][CH2:25][C:26]([NH:1][CH2:2][C@:3]1([CH2:18][OH:19])[O:7][C@@H:6]([N:8]2[CH:16]=[C:14]([CH3:15])[C:12](=[O:13])[NH:11][C:9]2=[O:10])[CH2:5][C@@H:4]1[OH:17])=[O:27])=[O:23], predict the reactants needed to synthesize it. The reactants are: [NH2:1][CH2:2][C@:3]1([CH2:18][OH:19])[O:7][C@@H:6]([N:8]2[CH:16]=[C:14]([CH3:15])[C:12](=[O:13])[NH:11][C:9]2=[O:10])[CH2:5][C@@H:4]1[OH:17].[F:20][C:21]([F:30])([F:29])[C:22]([NH:24][CH2:25][C:26](O)=[O:27])=[O:23].C(N(C(C)C)CC)(C)C. (3) Given the product [C:13]([O:9][CH:5]([C:4]1[CH:10]=[CH:11][CH:12]=[C:2]([Cl:1])[CH:3]=1)[C:6]([OH:8])=[O:7])(=[O:15])[CH3:14], predict the reactants needed to synthesize it. The reactants are: [Cl:1][C:2]1[CH:3]=[C:4]([CH:10]=[CH:11][CH:12]=1)[CH:5]([OH:9])[C:6]([OH:8])=[O:7].[C:13](Cl)(=[O:15])[CH3:14]. (4) Given the product [ClH:1].[ClH:1].[Cl:1][C:2]1[CH:7]=[CH:6][CH:5]=[CH:4][C:3]=1[S:8]([N:11]1[C:19]2[C:14](=[CH:15][CH:16]=[CH:17][CH:18]=2)[C:13](/[CH:20]=[C:21]2\[O:22][C:23]3[C:30]([CH2:31][N:32]4[CH2:33][CH2:34][NH:35][CH2:36][CH2:37]4)=[C:29]([OH:45])[CH:28]=[CH:27][C:24]=3[C:25]\2=[O:26])=[CH:12]1)(=[O:9])=[O:10], predict the reactants needed to synthesize it. The reactants are: [Cl:1][C:2]1[CH:7]=[CH:6][CH:5]=[CH:4][C:3]=1[S:8]([N:11]1[C:19]2[C:14](=[CH:15][CH:16]=[CH:17][CH:18]=2)[C:13](/[CH:20]=[C:21]2\[O:22][C:23]3[C:30]([CH2:31][N:32]4[CH2:37][CH2:36][N:35](C(OC(C)(C)C)=O)[CH2:34][CH2:33]4)=[C:29]([OH:45])[CH:28]=[CH:27][C:24]=3[C:25]\2=[O:26])=[CH:12]1)(=[O:10])=[O:9].FC(F)(F)C(O)=O. (5) Given the product [Cl:1][C:2]1[CH:3]=[C:4]([CH:10]([C:23]([F:25])([F:26])[F:24])/[CH:11]=[CH:12]/[C:13]2[CH:14]=[C:15]3[C:19](=[CH:20][CH:21]=2)[C:18](=[O:22])[CH:17]([F:28])[CH2:16]3)[CH:5]=[C:6]([Cl:9])[C:7]=1[F:8], predict the reactants needed to synthesize it. The reactants are: [Cl:1][C:2]1[CH:3]=[C:4]([CH:10]([C:23]([F:26])([F:25])[F:24])/[CH:11]=[CH:12]/[C:13]2[CH:14]=[C:15]3[C:19](=[CH:20][CH:21]=2)[C:18](=[O:22])[CH2:17][CH2:16]3)[CH:5]=[C:6]([Cl:9])[C:7]=1[F:8].[B-](F)(F)(F)[F:28].[B-](F)(F)(F)F.C1[N+]2(CCl)CC[N+](F)(CC2)C1. (6) Given the product [CH3:28][N:26]([CH3:27])[C:25]1[CH:29]=[CH:30][C:22]([C:14]2[N:13]=[C:12]([O:11][CH2:10][C@@H:6]3[CH2:5][N:4]([CH2:3][CH2:2][NH:1][C:38](=[O:40])[CH3:39])[CH2:9][CH2:8][O:7]3)[C:21]3=[N:20][CH:19]=[CH:18][N:17]=[C:16]3[CH:15]=2)=[CH:23][CH:24]=1, predict the reactants needed to synthesize it. The reactants are: [NH2:1][CH2:2][CH2:3][N:4]1[CH2:9][CH2:8][O:7][C@H:6]([CH2:10][O:11][C:12]2[C:21]3[C:16](=[N:17][CH:18]=[CH:19][N:20]=3)[CH:15]=[C:14]([C:22]3[CH:30]=[CH:29][C:25]([N:26]([CH3:28])[CH3:27])=[CH:24][CH:23]=3)[N:13]=2)[CH2:5]1.CCN(CC)CC.[C:38](Cl)(=[O:40])[CH3:39].